From a dataset of Reaction yield outcomes from USPTO patents with 853,638 reactions. Predict the reaction yield, written as a fraction of the theoretical maximum amount of product (1.0 means a 100% yield; for example, 0.34 means a 34% yield). (1) The reactants are [Br:1][C:2]1[CH:7]=[CH:6][C:5](CC#N)=[C:4]([F:11])[C:3]=1[F:12].OS(O)(=O)=O.[CH3:18][C:19](=[O:23])[O:20]CC. The catalyst is O. The product is [Br:1][C:2]1[CH:7]=[CH:6][C:5]([CH2:18][C:19]([OH:20])=[O:23])=[C:4]([F:11])[C:3]=1[F:12]. The yield is 0.416. (2) The reactants are O.[OH-].[Li+].C1COCC1.[CH3:9][C:10]([NH:16][C:17]1[CH:22]=[CH:21][N:20]=[C:19]([C:23]2[C:31]3[C:26](=[N:27][CH:28]=[CH:29][CH:30]=3)[N:25](S(C3C=CC(C)=CC=3)(=O)=O)[CH:24]=2)[N:18]=1)([CH2:14][CH3:15])[C:11]([O-:13])=[O:12].C(O)(=O)CC(CC(O)=O)(C(O)=O)O. The catalyst is O. The product is [NH:25]1[C:26]2=[N:27][CH:28]=[CH:29][CH:30]=[C:31]2[C:23]([C:19]2[N:18]=[C:17]([NH:16][C:10]([CH3:9])([CH2:14][CH3:15])[C:11]([OH:13])=[O:12])[CH:22]=[CH:21][N:20]=2)=[CH:24]1. The yield is 0.680. (3) The reactants are [CH2:1](Br)[C:2]#[CH:3].[Mg].[CH2:6]([C:9]1([CH:13]=[O:14])[CH2:12][CH2:11][CH2:10]1)[CH2:7][CH3:8]. The catalyst is CCOCC. The product is [CH2:6]([C:9]1([CH:13]([OH:14])[CH2:3][C:2]#[CH:1])[CH2:12][CH2:11][CH2:10]1)[CH2:7][CH3:8]. The yield is 0.940. (4) The product is [F:27][C:28]1[CH:34]=[CH:33][C:31]([NH:32][CH:2]([C:4]2[CH:5]=[C:6]([C:22]([N:24]([CH3:26])[CH3:25])=[O:23])[CH:7]=[C:8]3[C:13]=2[O:12][C:11]([N:14]2[CH2:19][CH2:18][O:17][C@@H:16]([CH3:20])[CH2:15]2)=[CH:10][C:9]3=[O:21])[CH3:3])=[CH:30][CH:29]=1. The catalyst is CC(N(C)C)=O. The reactants are Br[CH:2]([C:4]1[CH:5]=[C:6]([C:22]([N:24]([CH3:26])[CH3:25])=[O:23])[CH:7]=[C:8]2[C:13]=1[O:12][C:11]([N:14]1[CH2:19][CH2:18][O:17][C@@H:16]([CH3:20])[CH2:15]1)=[CH:10][C:9]2=[O:21])[CH3:3].[F:27][C:28]1[CH:34]=[CH:33][C:31]([NH2:32])=[CH:30][CH:29]=1. The yield is 0.510. (5) The reactants are O.[OH-].[Li+].[CH:4]1([CH2:7][C:8]2[CH:13]=[C:12]([CH3:14])[C:11]([NH:15][C:16]([NH:18][C:19]3[CH:20]=[C:21]([C:40]4[CH:45]=[CH:44][C:43]([F:46])=[C:42]([F:47])[CH:41]=4)[CH:22]=[CH:23][C:24]=3[C:25]([NH:27][C@H:28]([C:36]([O:38]C)=[O:37])[C@@H:29]([CH3:35])[O:30][C:31]([CH3:34])([CH3:33])[CH3:32])=[O:26])=[O:17])=[C:10]([CH3:48])[CH:9]=2)[CH2:6][CH2:5]1.CO.Cl. The catalyst is C1COCC1.O. The product is [CH:4]1([CH2:7][C:8]2[CH:13]=[C:12]([CH3:14])[C:11]([NH:15][C:16]([NH:18][C:19]3[CH:20]=[C:21]([C:40]4[CH:45]=[CH:44][C:43]([F:46])=[C:42]([F:47])[CH:41]=4)[CH:22]=[CH:23][C:24]=3[C:25]([NH:27][C@H:28]([C:36]([OH:38])=[O:37])[C@@H:29]([CH3:35])[O:30][C:31]([CH3:33])([CH3:34])[CH3:32])=[O:26])=[O:17])=[C:10]([CH3:48])[CH:9]=2)[CH2:5][CH2:6]1. The yield is 0.930. (6) The reactants are [O:1]=[C:2]1[C:7]([CH2:8][C:9]2[CH:14]=[CH:13][C:12]([C:15]3[C:16]([C:21]#[N:22])=[CH:17][CH:18]=[CH:19][CH:20]=3)=[CH:11][CH:10]=2)=[C:6]([CH2:23][CH2:24][CH3:25])[N:5]2[N:26]=[CH:27][N:28]=[C:4]2[N:3]1[CH:29]1[CH2:41][CH2:40][C:32]2([O:36][C@H:35]3[CH2:37][O:38][CH2:39][C@H:34]3[O:33]2)[CH2:31][CH2:30]1.FC(F)(F)S(O[Si](C(C)(C)C)(C)C)(=O)=O.N1C(C)=CC=CC=1C.[Cl-].O[NH3+:67].[C:68](=[O:71])([O-])[OH:69].[Na+]. The catalyst is C(OCC)(=O)C.CS(C)=O.O1CCCC1. The product is [OH:36][C@H:35]1[CH2:37][O:38][CH2:39][C@H:34]1[O:33][C@H:32]1[CH2:40][CH2:41][C@H:29]([N:3]2[C:2](=[O:1])[C:7]([CH2:8][C:9]3[CH:10]=[CH:11][C:12]([C:15]4[CH:20]=[CH:19][CH:18]=[CH:17][C:16]=4[C:21]4[NH:22][C:68](=[O:71])[O:69][N:67]=4)=[CH:13][CH:14]=3)=[C:6]([CH2:23][CH2:24][CH3:25])[N:5]3[N:26]=[CH:27][N:28]=[C:4]23)[CH2:30][CH2:31]1. The yield is 0.260. (7) The product is [Si:10]([O:2][CH2:1][CH2:3][NH2:4])([C:13]([CH3:16])([CH3:15])[CH3:14])([CH3:12])[CH3:11]. The yield is 0.560. The reactants are [CH2:1]([CH2:3][NH2:4])[OH:2].N1C=CN=C1.[Si:10](Cl)([C:13]([CH3:16])([CH3:15])[CH3:14])([CH3:12])[CH3:11].C(=O)([O-])O.[Na+]. The catalyst is CN(C=O)C.O. (8) The reactants are Cl[C:2]1[N:3]=[C:4]([NH:18][CH3:19])[C:5]2[CH2:10][CH2:9][CH:8]([C:11]3[CH:16]=[CH:15][C:14]([F:17])=[CH:13][CH:12]=3)[C:6]=2[N:7]=1.[Cl:20][C:21]1[N:22]=[CH:23][N:24]([C:26]2[CH:32]=[CH:31][C:29]([NH2:30])=[CH:28][C:27]=2[O:33][CH3:34])[CH:25]=1. The catalyst is C1COCC1.C(O)(=O)C. The product is [Cl:20][C:21]1[N:22]=[CH:23][N:24]([C:26]2[CH:32]=[CH:31][C:29]([NH:30][C:2]3[N:3]=[C:4]([NH:18][CH3:19])[C:5]4[CH2:10][CH2:9][CH:8]([C:11]5[CH:16]=[CH:15][C:14]([F:17])=[CH:13][CH:12]=5)[C:6]=4[N:7]=3)=[CH:28][C:27]=2[O:33][CH3:34])[CH:25]=1. The yield is 0.404.